This data is from Forward reaction prediction with 1.9M reactions from USPTO patents (1976-2016). The task is: Predict the product of the given reaction. Given the reactants [F:1][C:2]1[CH:3]=[C:4]([CH:7]=[C:8]([N:10]2[N:14]=[N:13][C:12]([C:15]3[CH:20]=[CH:19][C:18](F)=[CH:17][N:16]=3)=[N:11]2)[CH:9]=1)[C:5]#[N:6].NC1C=C(C=C(F)C=1)C#N.[Cl:32]C1C=CC(/C=N/NS(C2C=CC(C)=CC=2)(=O)=O)=NC=1, predict the reaction product. The product is: [Cl:32][C:18]1[CH:19]=[CH:20][C:15]([C:12]2[N:13]=[N:14][N:10]([C:8]3[CH:7]=[C:4]([CH:3]=[C:2]([F:1])[CH:9]=3)[C:5]#[N:6])[N:11]=2)=[N:16][CH:17]=1.